This data is from Catalyst prediction with 721,799 reactions and 888 catalyst types from USPTO. The task is: Predict which catalyst facilitates the given reaction. (1) Reactant: CON(C)[C:4](=[O:15])[C:5]1[CH:10]=[CH:9][C:8]([C:11]([F:14])([F:13])[F:12])=[CH:7][CH:6]=1.[CH3:17][CH:18]([CH3:23])[CH2:19][CH2:20][Mg]Br. Product: [CH3:17][CH:18]([CH3:23])[CH2:19][CH2:20][C:4]([C:5]1[CH:10]=[CH:9][C:8]([C:11]([F:14])([F:13])[F:12])=[CH:7][CH:6]=1)=[O:15]. The catalyst class is: 1. (2) Reactant: [CH3:1][C:2]1([CH3:23])[NH:7][C:6](=[O:8])[C:5]2[S:9][C:10]([N:12]3[C:17]4[CH:18]=[C:19]([OH:22])[CH:20]=[CH:21][C:16]=4[O:15][CH2:14][CH2:13]3)=[N:11][C:4]=2[CH2:3]1.F[C:25]1[CH:30]=[N:29][CH:28]=[CH:27][N:26]=1.CC(C)([O-])C.[Na+]. Product: [CH3:1][C:2]1([CH3:23])[NH:7][C:6](=[O:8])[C:5]2[S:9][C:10]([N:12]3[C:17]4[CH:18]=[C:19]([O:22][C:25]5[CH:30]=[N:29][CH:28]=[CH:27][N:26]=5)[CH:20]=[CH:21][C:16]=4[O:15][CH2:14][CH2:13]3)=[N:11][C:4]=2[CH2:3]1. The catalyst class is: 1.